This data is from Full USPTO retrosynthesis dataset with 1.9M reactions from patents (1976-2016). The task is: Predict the reactants needed to synthesize the given product. (1) Given the product [Br:1][C:2]1[CH:10]=[CH:9][CH:8]=[C:7]2[C:3]=1[CH:4]([C:19]1[CH:24]=[C:23]([F:25])[C:22]([F:26])=[CH:21][C:20]=1[OH:27])[C:5](=[O:17])[N:6]2[CH2:11][C:12]([O:14][CH2:15][CH3:16])=[O:13], predict the reactants needed to synthesize it. The reactants are: [Br:1][C:2]1[CH:10]=[CH:9][CH:8]=[C:7]2[C:3]=1[C:4]([C:19]1[CH:24]=[C:23]([F:25])[C:22]([F:26])=[CH:21][C:20]=1[OH:27])(O)[C:5](=[O:17])[N:6]2[CH2:11][C:12]([O:14][CH2:15][CH3:16])=[O:13].C([SiH](CC)CC)C.FC(F)(F)C(O)=O. (2) Given the product [F:44][C:45]([F:60])([F:61])[C:46]1[CH:47]=[C:48]([C@H:56]([N:58]([CH3:59])[C:5]([N:22]2[CH2:21][CH2:20][N:19]3[C:39](=[O:40])[C:16]([CH2:13][CH:14]=[CH2:15])([CH2:41][CH:42]=[CH2:43])[CH2:17][C@H:18]3[C@@H:23]2[C:24]2[CH:29]=[CH:28][C:27]([O:30][CH2:31][C:32]3[CH:33]=[CH:34][CH:35]=[CH:36][CH:37]=3)=[CH:26][C:25]=2[CH3:38])=[O:11])[CH3:57])[CH:49]=[C:50]([C:52]([F:53])([F:54])[F:55])[CH:51]=1, predict the reactants needed to synthesize it. The reactants are: ClC(Cl)(O[C:5](=[O:11])OC(Cl)(Cl)Cl)Cl.[CH2:13]([C:16]1([CH2:41][CH:42]=[CH2:43])[C:39](=[O:40])[N:19]2[CH2:20][CH2:21][NH:22][C@@H:23]([C:24]3[CH:29]=[CH:28][C:27]([O:30][CH2:31][C:32]4[CH:37]=[CH:36][CH:35]=[CH:34][CH:33]=4)=[CH:26][C:25]=3[CH3:38])[C@@H:18]2[CH2:17]1)[CH:14]=[CH2:15].[F:44][C:45]([F:61])([F:60])[C:46]1[CH:47]=[C:48]([C@H:56]([NH:58][CH3:59])[CH3:57])[CH:49]=[C:50]([C:52]([F:55])([F:54])[F:53])[CH:51]=1. (3) Given the product [C:1]([O:5][C:6](=[O:20])[NH:7][CH:8]1[C:17]2[C:12](=[CH:13][CH:14]=[C:15]([CH2:18][N:21]3[CH2:26][CH2:25][CH2:24][CH2:23][CH2:22]3)[CH:16]=2)[O:11][CH2:10][CH2:9]1)([CH3:4])([CH3:3])[CH3:2], predict the reactants needed to synthesize it. The reactants are: [C:1]([O:5][C:6](=[O:20])[NH:7][CH:8]1[C:17]2[C:12](=[CH:13][CH:14]=[C:15]([CH:18]=O)[CH:16]=2)[O:11][CH2:10][CH2:9]1)([CH3:4])([CH3:3])[CH3:2].[NH:21]1[CH2:26][CH2:25][CH2:24][CH2:23][CH2:22]1. (4) Given the product [ClH:28].[NH2:15][C@@H:13]1[C:12](=[O:23])[NH:11][C:10]2[CH:24]=[CH:25][CH:26]=[CH:27][C:9]=2[N:8]([C:6](=[O:7])[CH2:5][S:2]([CH3:1])(=[O:4])=[O:3])[CH2:14]1, predict the reactants needed to synthesize it. The reactants are: [CH3:1][S:2]([CH2:5][C:6]([N:8]1[CH2:14][C@H:13]([NH:15]C(=O)OC(C)(C)C)[C:12](=[O:23])[NH:11][C:10]2[CH:24]=[CH:25][CH:26]=[CH:27][C:9]1=2)=[O:7])(=[O:4])=[O:3].[ClH:28]. (5) Given the product [CH2:13]([CH:8]([CH2:9][CH2:10][CH2:11][CH3:12])[CH2:7][OH:6])[CH3:14], predict the reactants needed to synthesize it. The reactants are: C([O:6][CH2:7][CH:8]([CH2:13][CH3:14])[CH2:9][CH2:10][CH2:11][CH3:12])(=O)CCC([O:6][CH2:7][CH:8]([CH2:13][CH3:14])[CH2:9][CH2:10][CH2:11][CH3:12])=O.C(O)COCCO.